Dataset: Forward reaction prediction with 1.9M reactions from USPTO patents (1976-2016). Task: Predict the product of the given reaction. (1) The product is: [Cl:21][C:5]1[CH:13]=[C:12]2[C:8]([CH2:9][CH2:10][C@:11]2([O:36][C:34]([CH3:33])=[O:35])[NH:14][C:15](=[O:20])[C:16]([F:17])([F:18])[F:19])=[CH:7][CH:6]=1. Given the reactants ClCC([C:5]1[CH:13]=[C:12]2[C:8]([CH2:9][CH2:10][C@H:11]2[NH:14][C:15](=[O:20])[C:16]([F:19])([F:18])[F:17])=[CH:7][CH:6]=1)=O.[Cl:21]C1C=C(C=CC=1)C(OO)=O.F[C:33](F)(F)[C:34]([OH:36])=[O:35].[OH-].[NH4+], predict the reaction product. (2) The product is: [CH3:14][S:11]([C:7]1[C:6]2[C:10](=[C:2]([S:19][CH3:18])[CH:3]=[CH:4][C:5]=2[N+:15]([O-:17])=[O:16])[NH:9][CH:8]=1)(=[O:13])=[O:12]. Given the reactants F[C:2]1[CH:3]=[CH:4][C:5]([N+:15]([O-:17])=[O:16])=[C:6]2[C:10]=1[NH:9][CH:8]=[C:7]2[S:11]([CH3:14])(=[O:13])=[O:12].[CH3:18][S-:19].[Na+], predict the reaction product. (3) Given the reactants C([Mg]Cl)(C)C.[Cl-].[Li+].Br[C:9]1[CH:10]=[C:11]([CH:14]=[CH:15][C:16]=1[O:17][CH3:18])[C:12]#[N:13].[N:19]([C:28]([O:30][C:31]([CH3:34])([CH3:33])[CH3:32])=[O:29])=[N:20][C:21]([O:23][C:24]([CH3:27])([CH3:26])[CH3:25])=[O:22], predict the reaction product. The product is: [CH3:34][C:31]([O:30][C:28]([N:19]([C:9]1[CH:10]=[C:11]([C:12]#[N:13])[CH:14]=[CH:15][C:16]=1[O:17][CH3:18])[NH:20][C:21]([O:23][C:24]([CH3:27])([CH3:26])[CH3:25])=[O:22])=[O:29])([CH3:32])[CH3:33]. (4) Given the reactants [SH:1][C:2]1[CH:3]=[C:4]([CH:8]=[CH:9][CH:10]=1)[C:5](O)=[O:6].[CH3:11][N:12]1CCOCC1.C(OC(Cl)=O)C(C)C.CN.C1COCC1.C[O-].[Na+], predict the reaction product. The product is: [CH3:11][NH:12][C:5](=[O:6])[C:4]1[CH:8]=[CH:9][CH:10]=[C:2]([SH:1])[CH:3]=1. (5) Given the reactants [C:1]([NH:5][C:6]([C:8]1[C:16]2[C:11](=[N:12][CH:13]=[C:14](Br)[N:15]=2)[N:10]([CH2:18][O:19][CH2:20][CH2:21][Si:22]([CH3:25])([CH3:24])[CH3:23])[CH:9]=1)=[O:7])([CH3:4])([CH3:3])[CH3:2].[F:26][CH:27]([F:51])[O:28][C:29]1[CH:30]=[C:31]2[C:35](=[CH:36][CH:37]=1)[NH:34][N:33]=[C:32]2[Sn](CCCC)(CCCC)CCCC, predict the reaction product. The product is: [C:1]([NH:5][C:6]([C:8]1[C:16]2[C:11](=[N:12][CH:13]=[C:14]([C:32]3[C:31]4[C:35](=[CH:36][CH:37]=[C:29]([O:28][CH:27]([F:26])[F:51])[CH:30]=4)[NH:34][N:33]=3)[N:15]=2)[N:10]([CH2:18][O:19][CH2:20][CH2:21][Si:22]([CH3:25])([CH3:24])[CH3:23])[CH:9]=1)=[O:7])([CH3:4])([CH3:3])[CH3:2]. (6) Given the reactants [OH:1][CH:2]1[CH:7]([OH:8])[CH:6]([OH:9])[CH2:5][C:4](=O)[CH2:3]1.C(N(C(C)C)CC)(C)C.C(OC(=O)C)(=O)C, predict the reaction product. The product is: [OH:9][C:6]1[CH2:5][CH2:4][CH2:3][C:2](=[O:1])[C:7]=1[OH:8]. (7) Given the reactants [CH2:1]([O:3][C:4](=[O:18])[CH2:5][C:6]([NH:8][C:9]([CH3:17])([CH3:16])[CH2:10][C:11]([O:13]CC)=O)=[O:7])[CH3:2], predict the reaction product. The product is: [CH3:17][C:9]1([CH3:16])[NH:8][C:6](=[O:7])[CH:5]([C:4]([O:3][CH2:1][CH3:2])=[O:18])[C:11](=[O:13])[CH2:10]1.